This data is from Full USPTO retrosynthesis dataset with 1.9M reactions from patents (1976-2016). The task is: Predict the reactants needed to synthesize the given product. (1) Given the product [CH3:1][O:2][C:3]1[CH:8]=[CH:7][CH:6]=[C:5]2[C:4]=1[S:9][CH2:10][CH2:11][C:12]2=[O:14], predict the reactants needed to synthesize it. The reactants are: [CH3:1][O:2][C:3]1[CH:8]=[CH:7][CH:6]=[CH:5][C:4]=1[S:9][CH2:10][CH2:11][C:12]([OH:14])=O.C(Cl)(=O)C(Cl)=O.CN(C=O)C.[Sn](Cl)(Cl)(Cl)Cl. (2) The reactants are: [C:1]([Mg]Br)#[CH:2].[CH3:5][C:6]1[N:7]=[C:8]([C:11](=[O:13])[CH3:12])[S:9][CH:10]=1. Given the product [CH3:5][C:6]1[N:7]=[C:8]([C:11]([OH:13])([C:1]#[CH:2])[CH3:12])[S:9][CH:10]=1, predict the reactants needed to synthesize it. (3) Given the product [CH2:31]([O:38][C:39]([N:41]1[CH2:42][CH2:43][CH:44]([NH:49][C:7]([C:2]2[CH:3]=[CH:4][CH:5]=[CH:6][N:1]=2)=[O:9])[CH:45]([OH:48])[CH2:46][CH2:47]1)=[O:40])[C:32]1[CH:33]=[CH:34][CH:35]=[CH:36][CH:37]=1, predict the reactants needed to synthesize it. The reactants are: [N:1]1[CH:6]=[CH:5][CH:4]=[CH:3][C:2]=1[C:7]([OH:9])=O.CCN=C=NCCCN(C)C.C1C=CC2N(O)N=NC=2C=1.[CH2:31]([O:38][C:39]([N:41]1[CH2:47][CH2:46][CH:45]([OH:48])[CH:44]([NH2:49])[CH2:43][CH2:42]1)=[O:40])[C:32]1[CH:37]=[CH:36][CH:35]=[CH:34][CH:33]=1.C([O-])(O)=O.[Na+].